Task: Predict the reactants needed to synthesize the given product.. Dataset: Full USPTO retrosynthesis dataset with 1.9M reactions from patents (1976-2016) (1) The reactants are: [Cl:1][C:2]1[CH:3]=[C:4]([NH:9][C:10]2[N:14]=[C:13]([CH2:15][CH2:16][C:17]3[CH:18]=[C:19]4[C:24](=[CH:25][CH:26]=3)[N:23](CC3C=CC(OC)=CC=3)[C:22](=[O:36])[CH2:21][CH2:20]4)[O:12][N:11]=2)[CH:5]=[CH:6][C:7]=1[Cl:8].C(O)(C(F)(F)F)=O.C1(OC)C=CC=CC=1. Given the product [Cl:1][C:2]1[CH:3]=[C:4]([NH:9][C:10]2[N:14]=[C:13]([CH2:15][CH2:16][C:17]3[CH:18]=[C:19]4[C:24](=[CH:25][CH:26]=3)[NH:23][C:22](=[O:36])[CH2:21][CH2:20]4)[O:12][N:11]=2)[CH:5]=[CH:6][C:7]=1[Cl:8], predict the reactants needed to synthesize it. (2) The reactants are: [Cl:1][C:2]1[CH:7]=[CH:6][CH:5]=[CH:4][C:3]=1[CH:8]1[CH2:19][C:18]2[N:17]([CH2:20][CH2:21][CH2:22][O:23][CH3:24])[CH:16]=[CH:15][C:14]=2[CH:13]2[CH:9]1[C:10](=[O:26])[NH:11][C:12]2=[O:25].O=P(Cl)(Cl)Cl.C(O)[CH2:33][OH:34].C(=O)=O.[OH-].[Na+]. Given the product [Cl:1][C:2]1[CH:7]=[CH:6][CH:5]=[CH:4][C:3]=1[CH:8]1[CH2:19][C:18]2[N:17]([CH2:20][CH2:21][CH2:22][O:23][CH3:24])[C:16]([CH:33]=[O:34])=[CH:15][C:14]=2[CH:13]2[CH:9]1[C:10](=[O:26])[NH:11][C:12]2=[O:25], predict the reactants needed to synthesize it. (3) Given the product [NH2:8][C:6]1[N:5]=[C:4]([C:16]([O:18][CH3:19])=[O:17])[CH:3]=[C:2]([Br:1])[CH:7]=1, predict the reactants needed to synthesize it. The reactants are: [Br:1][C:2]1[CH:7]=[C:6]([NH:8]C(OC(C)(C)C)=O)[N:5]=[C:4]([C:16]([O:18][CH3:19])=[O:17])[CH:3]=1.FC(F)(F)C(O)=O. (4) Given the product [Cl:1][C:2]1[CH:3]=[CH:4][C:5]([CH2:6][C:7]2[C:14]([C:15]#[N:16])=[C:13]([OH:17])[C:12]([OH:18])=[CH:11][C:8]=2[C:9]#[N:10])=[CH:20][CH:21]=1, predict the reactants needed to synthesize it. The reactants are: [Cl:1][C:2]1[CH:21]=[CH:20][C:5]([CH2:6][C:7]2[C:14]([C:15]#[N:16])=[C:13]([OH:17])[C:12]([O:18]C)=[CH:11][C:8]=2[C:9]#[N:10])=[CH:4][CH:3]=1.BrC1C(C#N)=C(O)C(OC)=CC=1C#N.ClC1C=CC(CB2OC(C)(C)C(C)(C)O2)=CC=1. (5) Given the product [Cl:10][C:11]1[CH:16]=[C:15]([C:7]2[C:2]([NH2:1])=[N:3][CH:4]=[C:5]([F:9])[CH:6]=2)[C:14]([Cl:21])=[CH:13][N:12]=1, predict the reactants needed to synthesize it. The reactants are: [NH2:1][C:2]1[C:7](Br)=[CH:6][C:5]([F:9])=[CH:4][N:3]=1.[Cl:10][C:11]1[CH:16]=[C:15]([Sn](C)(C)C)[C:14]([Cl:21])=[CH:13][N:12]=1. (6) Given the product [CH3:16][O:17][C:18](=[O:33])[C:19]1[CH:31]=[C:30]([C:11]2[S:12][CH:13]=[CH:14][N:15]=2)[CH:29]=[C:21]([C:22]([N:24]([CH3:28])[CH2:25][CH2:26][CH3:27])=[O:23])[CH:20]=1, predict the reactants needed to synthesize it. The reactants are: BrCCBr.Cl[Si](C)(C)C.Br[C:11]1[S:12][CH:13]=[CH:14][N:15]=1.[CH3:16][O:17][C:18](=[O:33])[C:19]1[CH:31]=[C:30](I)[CH:29]=[C:21]([C:22]([N:24]([CH3:28])[CH2:25][CH2:26][CH3:27])=[O:23])[CH:20]=1.